This data is from Forward reaction prediction with 1.9M reactions from USPTO patents (1976-2016). The task is: Predict the product of the given reaction. (1) Given the reactants Br[CH2:2][CH2:3][CH2:4][C:5]1[N:9]([C:10]2[CH:15]=[CH:14][C:13]([C:16]([NH:18][CH2:19][C:20]([F:23])([F:22])[F:21])=[O:17])=[CH:12][CH:11]=2)[N:8]=[N:7][C:6]=1[C:24]([NH:26][CH:27]1[CH2:29][CH2:28]1)=[O:25].O.[F-].C([N+](CCCC)(CCCC)CCCC)CCC, predict the reaction product. The product is: [CH:27]1([NH:26][C:24]([C:6]2[N:7]=[N:8][N:9]([C:10]3[CH:15]=[CH:14][C:13]([C:16]([NH:18][CH2:19][C:20]([F:21])([F:22])[F:23])=[O:17])=[CH:12][CH:11]=3)[C:5]=2/[CH:4]=[CH:3]/[CH3:2])=[O:25])[CH2:29][CH2:28]1. (2) The product is: [Br:1][C:2]1[CH:3]=[CH:4][C:5]([C@@H:8]([C:16]2[CH:21]=[CH:20][CH:19]=[CH:18][C:17]=2[CH3:22])[CH2:9][C:10]([C:24]2[CH:29]=[CH:28][N:27]=[C:26]([CH3:30])[CH:25]=2)=[O:11])=[CH:6][CH:7]=1. Given the reactants [Br:1][C:2]1[CH:7]=[CH:6][C:5]([C@@H:8]([C:16]2[CH:21]=[CH:20][CH:19]=[CH:18][C:17]=2[CH3:22])[CH2:9][C:10](N(OC)C)=[O:11])=[CH:4][CH:3]=1.Br[C:24]1[CH:29]=[CH:28][N:27]=[C:26]([CH3:30])[CH:25]=1, predict the reaction product. (3) Given the reactants [C:1]([C:5]1[CH:14]=[C:13]2[C:8]([C:9]([N:16]3[CH2:21][CH2:20][N:19]([C:22]([O:24][CH2:25][CH3:26])=[O:23])[CH2:18][CH2:17]3)=[N:10][C:11](Cl)=[N:12]2)=[CH:7][CH:6]=1)([CH3:4])([CH3:3])[CH3:2].[NH2:27][C:28]1[CH:33]=[CH:32][CH:31]=[CH:30][CH:29]=1.O, predict the reaction product. The product is: [C:1]([C:5]1[CH:14]=[C:13]2[C:8]([C:9]([N:16]3[CH2:21][CH2:20][N:19]([C:22]([O:24][CH2:25][CH3:26])=[O:23])[CH2:18][CH2:17]3)=[N:10][C:11]([NH:27][C:28]3[CH:33]=[CH:32][CH:31]=[CH:30][CH:29]=3)=[N:12]2)=[CH:7][CH:6]=1)([CH3:4])([CH3:3])[CH3:2]. (4) Given the reactants [C:1](=[O:19])([O:4][C:5]1[CH:10]=[CH:9][C:8]([N+:11]([O-])=O)=[CH:7][C:6]=1[O:14][C:15]([F:18])([F:17])[F:16])[O:2][CH3:3], predict the reaction product. The product is: [C:1](=[O:19])([O:2][CH3:3])[O:4][C:5]1[CH:10]=[CH:9][C:8]([NH2:11])=[CH:7][C:6]=1[O:14][C:15]([F:18])([F:17])[F:16]. (5) Given the reactants [C:1]([N:8]1[CH2:13][CH2:12][CH2:11][CH2:10][C:9]1=O)([O:3][C:4]([CH3:7])([CH3:6])[CH3:5])=[O:2].[CH3:15][Si:16]([CH2:19][N+:20]#[C-:21])([CH3:18])[CH3:17].[N-:22]=[C:23]=[O:24].[K+].Cl.[F:27][C:28]1[CH:29]=[C:30]([CH:32]=[CH:33][CH:34]=1)[NH2:31], predict the reaction product. The product is: [F:27][C:28]1[CH:29]=[C:30]([N:31]2[C:11]3([CH2:12][CH2:13][N:8]([C:1]([O:3][C:4]([CH3:7])([CH3:6])[CH3:5])=[O:2])[CH2:9][CH2:10]3)[C:21]([NH:20][CH2:19][Si:16]([CH3:18])([CH3:17])[CH3:15])=[N:22][C:23]2=[O:24])[CH:32]=[CH:33][CH:34]=1. (6) Given the reactants CCO.[CH3:4][CH:5]([CH2:7][N:8]([S:32]([C:35]1[CH:36]=[CH:37][C:38]([NH2:41])=[CH:39][CH:40]=1)(=[O:34])=[O:33])[CH2:9][C@@H:10]([OH:31])[C@@H:11]([NH:19][C:20]([O:22][C@@H:23]1[C@@H:27]2[CH2:28][CH2:29][O:30][C@@H:26]2[O:25][CH2:24]1)=[O:21])[CH2:12][C:13]1[CH:14]=[CH:15][CH:16]=[CH:17][CH:18]=1)[CH3:6].OCC(CO)O, predict the reaction product. The product is: [CH3:6][CH:5]([CH2:7][N:8]([S:32]([C:35]1[CH:40]=[CH:39][C:38]([NH2:41])=[CH:37][CH:36]=1)(=[O:34])=[O:33])[CH2:9][C@@H:10]([OH:31])[C@@H:11]([NH:19][C:20]([O:22][C@@H:23]1[C@@H:27]2[CH2:28][CH2:29][O:30][C@@H:26]2[O:25][CH2:24]1)=[O:21])[CH2:12][C:13]1[CH:18]=[CH:17][CH:16]=[CH:15][CH:14]=1)[CH3:4]. (7) Given the reactants [Br:1][C:2]1[CH:3]=[CH:4][C:5]([F:17])=[C:6]([C:8]([NH:12][C:13](=[O:16])[CH2:14]Cl)([CH3:11])[CH2:9][OH:10])[CH:7]=1.CC([O-])(C)C.[K+], predict the reaction product. The product is: [Br:1][C:2]1[CH:3]=[CH:4][C:5]([F:17])=[C:6]([C:8]2([CH3:11])[NH:12][C:13](=[O:16])[CH2:14][O:10][CH2:9]2)[CH:7]=1.